From a dataset of Catalyst prediction with 721,799 reactions and 888 catalyst types from USPTO. Predict which catalyst facilitates the given reaction. (1) Reactant: [NH2:1][C:2]([C:4]1[CH:5]=[C:6]([CH:30]=[O:31])[CH:7]=[C:8]2[C:13]=1[N:12]=[CH:11][N:10]=[C:9]2[NH:14][CH2:15][C:16]1[CH:17]=[C:18]([NH:22][C:23](=[O:29])[O:24][C:25]([CH3:28])([CH3:27])[CH3:26])[CH:19]=[CH:20][CH:21]=1)=[O:3].[Na].[BH4-].[Na+]. Product: [NH2:1][C:2]([C:4]1[CH:5]=[C:6]([CH2:30][OH:31])[CH:7]=[C:8]2[C:13]=1[N:12]=[CH:11][N:10]=[C:9]2[NH:14][CH2:15][C:16]1[CH:17]=[C:18]([NH:22][C:23](=[O:29])[O:24][C:25]([CH3:28])([CH3:26])[CH3:27])[CH:19]=[CH:20][CH:21]=1)=[O:3]. The catalyst class is: 7. (2) Reactant: [N:1]([C:7]([O:9][CH2:10][C:11]1[CH:16]=[CH:15][CH:14]=[CH:13][CH:12]=1)=[O:8])([CH2:3][C:4]([OH:6])=O)[CH3:2].C(N1CCOCC1)C.[B-](F)(F)(F)F.CCOC(C(C#N)=NOC(N(C)C)=[N+](C)C)=O.[CH2:47]([O:49][C:50]([N:52]1[CH2:57][CH2:56][NH:55][CH2:54][CH2:53]1)=[O:51])[CH3:48].C([O-])(O)=O.[Na+]. Product: [CH2:47]([O:49][C:50]([N:52]1[CH2:53][CH2:54][N:55]([C:4](=[O:6])[CH2:3][N:1]([C:7]([O:9][CH2:10][C:11]2[CH:16]=[CH:15][CH:14]=[CH:13][CH:12]=2)=[O:8])[CH3:2])[CH2:56][CH2:57]1)=[O:51])[CH3:48]. The catalyst class is: 39. (3) Reactant: [CH3:1][N:2]1[CH2:7][CH2:6][CH:5]([OH:8])[CH2:4][CH2:3]1.CC(C)([O-])C.[K+].[CH3:15][C:16]([CH3:46])([CH3:45])[CH2:17][N:18]([CH3:44])[C:19]1[N:24]=[C:23](S(C)(=O)=O)[N:22]=[C:21]([NH:29][C:30]2[CH:31]=[C:32]([CH:37]=[CH:38][C:39]=2[CH3:40])[C:33]([NH:35][CH3:36])=[O:34])[C:20]=1[N+:41]([O-:43])=[O:42]. Product: [CH3:15][C:16]([CH3:46])([CH3:45])[CH2:17][N:18]([CH3:44])[C:19]1[N:24]=[C:23]([O:8][CH:5]2[CH2:6][CH2:7][N:2]([CH3:1])[CH2:3][CH2:4]2)[N:22]=[C:21]([NH:29][C:30]2[CH:31]=[C:32]([CH:37]=[CH:38][C:39]=2[CH3:40])[C:33]([NH:35][CH3:36])=[O:34])[C:20]=1[N+:41]([O-:43])=[O:42]. The catalyst class is: 16. (4) Reactant: Br[CH2:2][C:3]1[N:8]=[C:7]([N:9]2[CH2:14][CH2:13][O:12][CH2:11][CH2:10]2)[CH:6]=[C:5]([Cl:15])[N:4]=1.[F-].[CH2:17]([N+:21](CCCC)(CCCC)CCCC)CCC.C1COCC1.C[Si](C#N)(C)C.N. Product: [Cl:15][C:5]1[CH:6]=[C:7]([N:9]2[CH2:14][CH2:13][O:12][CH2:11][CH2:10]2)[N:8]=[C:3]([CH2:2][C:17]#[N:21])[N:4]=1. The catalyst class is: 10. (5) Reactant: Cl[C:2]1[N:7]2[N:8]=[CH:9][CH:10]=[C:6]2[N:5]=[C:4]([CH3:11])[C:3]=1[CH:12]([CH2:18][CH2:19][CH3:20])[C:13]([O:15][CH2:16][CH3:17])=[O:14].[C:21]([NH:28][C@@H:29]1[CH2:33][CH2:32][NH:31][CH2:30]1)([O:23][C:24]([CH3:27])([CH3:26])[CH3:25])=[O:22].C(N(C(C)C)CC)(C)C. Product: [C:24]([O:23][C:21]([NH:28][C@@H:29]1[CH2:33][CH2:32][N:31]([C:2]2[N:7]3[N:8]=[CH:9][CH:10]=[C:6]3[N:5]=[C:4]([CH3:11])[C:3]=2[CH:12]([CH2:18][CH2:19][CH3:20])[C:13]([O:15][CH2:16][CH3:17])=[O:14])[CH2:30]1)=[O:22])([CH3:27])([CH3:25])[CH3:26]. The catalyst class is: 11. (6) The catalyst class is: 40. Reactant: [CH:1]([N:4]1[C:8]([CH2:9][CH2:10][C:11]2[C:15]3[CH:16]=[C:17]([CH3:29])[C:18]([O:20][C:21]([CH3:28])([CH3:27])[C:22]([O:24]CC)=[O:23])=[CH:19][C:14]=3[O:13][N:12]=2)=[CH:7][C:6]([C:30]2[CH:35]=[CH:34][C:33]([C:36]([F:39])([F:38])[F:37])=[CH:32][CH:31]=2)=[N:5]1)([CH3:3])[CH3:2].O.[OH-].[Li+].Cl. Product: [CH:1]([N:4]1[C:8]([CH2:9][CH2:10][C:11]2[C:15]3[CH:16]=[C:17]([CH3:29])[C:18]([O:20][C:21]([CH3:27])([CH3:28])[C:22]([OH:24])=[O:23])=[CH:19][C:14]=3[O:13][N:12]=2)=[CH:7][C:6]([C:30]2[CH:31]=[CH:32][C:33]([C:36]([F:39])([F:38])[F:37])=[CH:34][CH:35]=2)=[N:5]1)([CH3:3])[CH3:2]. (7) Reactant: C(Cl)(=O)C(Cl)=O.CS(C)=O.[Si:11]([O:18][C@H:19]([C@H:21]([N:25]1[CH:29]=[C:28]([C:30]([O:32][CH2:33][CH3:34])=[O:31])[N:27]=[CH:26]1)[CH2:22][CH2:23][OH:24])[CH3:20])([C:14]([CH3:17])([CH3:16])[CH3:15])([CH3:13])[CH3:12].C(N(CC)CC)C. Product: [Si:11]([O:18][C@H:19]([C@H:21]([N:25]1[CH:29]=[C:28]([C:30]([O:32][CH2:33][CH3:34])=[O:31])[N:27]=[CH:26]1)[CH2:22][CH:23]=[O:24])[CH3:20])([C:14]([CH3:17])([CH3:15])[CH3:16])([CH3:13])[CH3:12]. The catalyst class is: 34.